From a dataset of Forward reaction prediction with 1.9M reactions from USPTO patents (1976-2016). Predict the product of the given reaction. (1) Given the reactants [CH3:1][C:2]1[CH:3]=[C:4]([CH:9]=[CH:10][C:11]=1[O:12][CH3:13])[C:5]([O:7][CH3:8])=[O:6].[Br:14]N1C(=O)CCC1=O, predict the reaction product. The product is: [Br:14][CH2:1][C:2]1[CH:3]=[C:4]([CH:9]=[CH:10][C:11]=1[O:12][CH3:13])[C:5]([O:7][CH3:8])=[O:6]. (2) Given the reactants Br[C:2]1[C:3]([O:12][CH3:13])=[C:4]([O:10][CH3:11])[CH:5]=[C:6]([CH:9]=1)[CH:7]=[O:8].[S:14]1[CH:18]=[CH:17][CH:16]=[C:15]1B(O)O, predict the reaction product. The product is: [CH3:11][O:10][C:4]1[CH:5]=[C:6]([CH:9]=[C:2]([C:15]2[S:14][CH:18]=[CH:17][CH:16]=2)[C:3]=1[O:12][CH3:13])[CH:7]=[O:8]. (3) Given the reactants CO[C:3]([C:5]1[O:9][N:8]=[C:7]([O:10][CH2:11][C:12]2[C:13]([CH2:18][CH2:19][CH2:20][CH3:21])=[N:14][O:15][C:16]=2[CH3:17])[CH:6]=1)=[O:4].[OH:22][CH2:23][C@H:24]([NH2:26])[CH3:25], predict the reaction product. The product is: [CH2:23]([CH2:24][NH2:26])[OH:22].[OH:22][CH2:23][C@H:24]([NH:26][C:3]([C:5]1[O:9][N:8]=[C:7]([O:10][CH2:11][C:12]2[C:13]([CH2:18][CH2:19][CH2:20][CH3:21])=[N:14][O:15][C:16]=2[CH3:17])[CH:6]=1)=[O:4])[CH3:25]. (4) Given the reactants [Cl:1][C:2]1[N:7]=[C:6]([C:8]2[CH:9]=[C:10]([CH:20]=[CH:21][CH:22]=2)[CH2:11][NH:12][CH2:13][C:14]2[CH:15]=[N:16][CH:17]=[CH:18][CH:19]=2)[CH:5]=[CH:4][N:3]=1.[CH3:23][S:24](Cl)(=[O:26])=[O:25], predict the reaction product. The product is: [Cl:1][C:2]1[N:7]=[C:6]([C:8]2[CH:9]=[C:10]([CH:20]=[CH:21][CH:22]=2)[CH2:11][N:12]([CH2:13][C:14]2[CH:15]=[N:16][CH:17]=[CH:18][CH:19]=2)[S:24]([CH3:23])(=[O:26])=[O:25])[CH:5]=[CH:4][N:3]=1.